This data is from Catalyst prediction with 721,799 reactions and 888 catalyst types from USPTO. The task is: Predict which catalyst facilitates the given reaction. (1) Reactant: [OH:1][CH:2]1[CH:8]([NH:9][C:10]([C@@H:12]([NH:17][C:18]([C:20]2[O:21][C:22]3[CH:28]=[CH:27][C:26]([O:29][CH3:30])=[CH:25][C:23]=3[CH:24]=2)=[O:19])[CH2:13][CH:14]([CH3:16])[CH3:15])=[O:11])[CH2:7][CH:6]([CH3:31])[CH2:5][N:4]([S:32]([C:35]2[CH:40]=[CH:39][CH:38]=[CH:37][N:36]=2)(=[O:34])=[O:33])[CH2:3]1.CC(OI1(OC(C)=O)(OC(C)=O)OC(=O)C2C=CC=CC1=2)=O. Product: [CH3:15][CH:14]([CH3:16])[CH2:13][C@H:12]([NH:17][C:18]([C:20]1[O:21][C:22]2[CH:28]=[CH:27][C:26]([O:29][CH3:30])=[CH:25][C:23]=2[CH:24]=1)=[O:19])[C:10](=[O:11])[NH:9][C@H:8]1[CH2:7][C@H:6]([CH3:31])[CH2:5][N:4]([S:32]([C:35]2[CH:40]=[CH:39][CH:38]=[CH:37][N:36]=2)(=[O:34])=[O:33])[CH2:3][C:2]1=[O:1]. The catalyst class is: 2. (2) Reactant: [CH2:1]([O:8][C:9]1[CH:14]=[CH:13][C:12]([C:15]2[N:16]([CH:29]3[CH2:34][CH2:33][CH2:32][CH2:31][CH2:30]3)[CH:17]=[C:18](/[CH:20]=[CH:21]/[C:22]([O:24]C(C)(C)C)=[O:23])[N:19]=2)=[CH:11][CH:10]=1)[C:2]1[CH:7]=[CH:6][CH:5]=[CH:4][CH:3]=1.FC(F)(F)C(O)=O. Product: [CH2:1]([O:8][C:9]1[CH:10]=[CH:11][C:12]([C:15]2[N:16]([CH:29]3[CH2:34][CH2:33][CH2:32][CH2:31][CH2:30]3)[CH:17]=[C:18](/[CH:20]=[CH:21]/[C:22]([OH:24])=[O:23])[N:19]=2)=[CH:13][CH:14]=1)[C:2]1[CH:3]=[CH:4][CH:5]=[CH:6][CH:7]=1. The catalyst class is: 2. (3) The catalyst class is: 734. Reactant: [F:1][C:2]1[CH:3]=[C:4]([CH:10]=[CH:11][C:12]=1[CH3:13])[C:5]([O:7][CH2:8][CH3:9])=[O:6].[Br:14]N1C(=O)CCC1=O.[C:22]1([P:28]([C:35]2[CH:40]=[CH:39][CH:38]=[CH:37][CH:36]=2)[C:29]2[CH:34]=[CH:33][CH:32]=[CH:31][CH:30]=2)[CH:27]=[CH:26][CH:25]=[CH:24][CH:23]=1. Product: [Br-:14].[CH2:8]([O:7][C:5]([C:4]1[CH:10]=[CH:11][C:12]([CH2:13][P+:28]([C:29]2[CH:30]=[CH:31][CH:32]=[CH:33][CH:34]=2)([C:35]2[CH:40]=[CH:39][CH:38]=[CH:37][CH:36]=2)[C:22]2[CH:23]=[CH:24][CH:25]=[CH:26][CH:27]=2)=[C:2]([F:1])[CH:3]=1)=[O:6])[CH3:9]. (4) Reactant: C([C:3]([NH:6][C:7]1[CH:12]=[CH:11][C:10]([CH2:13][CH2:14][CH2:15][C:16]([N:18]([CH3:20])[CH3:19])=[O:17])=[C:9]([F:21])[CH:8]=1)([CH3:5])[CH3:4])#N.[N:22]([C:25]1[CH:32]=[CH:31][C:28]([C:29]#[N:30])=[C:27]([C:33]([F:36])([F:35])[F:34])[CH:26]=1)=[C:23]=[S:24].[CH3:37][OH:38].Cl.[CH3:40]N(C=O)C. Product: [C:29]([C:28]1[CH:31]=[CH:32][C:25]([N:22]2[C:37](=[O:38])[C:3]3([CH2:4][CH2:40][CH2:5]3)[N:6]([C:7]3[CH:12]=[CH:11][C:10]([CH2:13][CH2:14][CH2:15][C:16]([N:18]([CH3:19])[CH3:20])=[O:17])=[C:9]([F:21])[CH:8]=3)[C:23]2=[S:24])=[CH:26][C:27]=1[C:33]([F:34])([F:36])[F:35])#[N:30]. The catalyst class is: 6. (5) Reactant: C(N(CC)CC)C.[B-](F)(F)(F)F.CN(C(ON1C(=O)CCC1=O)=[N+](C)C)C.[CH3:28][O:29][C:30]1[CH:35]=[CH:34][C:33]([C:36]2[CH:41]=[CH:40][N:39]=[C:38]3[NH:42][C:43]([C:45]4[CH:53]=[CH:52][C:48]([C:49](O)=[O:50])=[CH:47][CH:46]=4)=[N:44][C:37]=23)=[CH:32][CH:31]=1.[N:54]1([CH2:60][CH2:61][NH2:62])[CH2:59][CH2:58][CH2:57][CH2:56][CH2:55]1. Product: [CH3:28][O:29][C:30]1[CH:35]=[CH:34][C:33]([C:36]2[CH:41]=[CH:40][N:39]=[C:38]3[NH:42][C:43]([C:45]4[CH:53]=[CH:52][C:48]([C:49]([NH:62][CH2:61][CH2:60][N:54]5[CH2:59][CH2:58][CH2:57][CH2:56][CH2:55]5)=[O:50])=[CH:47][CH:46]=4)=[N:44][C:37]=23)=[CH:32][CH:31]=1. The catalyst class is: 3. (6) Reactant: [OH:1][C:2]1[CH:7]=[CH:6][CH:5]=[CH:4][C:3]=1[C:8]1[N:17]=[C:16]([N:18]2[CH2:23][CH2:22][CH:21]([NH:24]C(=O)OC(C)(C)C)[CH2:20][CH2:19]2)[C:15]2[C:10](=[CH:11][CH:12]=[CH:13][CH:14]=2)[N:9]=1.C(O)(C(F)(F)F)=O. Product: [NH2:24][CH:21]1[CH2:22][CH2:23][N:18]([C:16]2[C:15]3[C:10](=[CH:11][CH:12]=[CH:13][CH:14]=3)[N:9]=[C:8]([C:3]3[CH:4]=[CH:5][CH:6]=[CH:7][C:2]=3[OH:1])[N:17]=2)[CH2:19][CH2:20]1. The catalyst class is: 2. (7) Reactant: [Cl:1][C:2]1[N:10]=[C:9]2[C:5]([N:6]=[CH:7][N:8]2[CH2:11][O:12][CH2:13][CH2:14][Si:15]([CH3:18])([CH3:17])[CH3:16])=[C:4](Cl)[N:3]=1.[C:20]1([CH2:26][O:27][C:28]2[CH:36]=[CH:35][C:31]3[NH:32][CH:33]=[N:34][C:30]=3[CH:29]=2)[CH:25]=[CH:24][CH:23]=[CH:22][CH:21]=1.C(OCC1C=CC=CC=1)C1C=CC=CC=1.N1C2C=CC=CC=2NC=1. Product: [Cl:1][C:2]1[N:10]=[C:9]2[C:5]([N:6]=[CH:7][N:8]2[CH2:11][O:12][CH2:13][CH2:14][Si:15]([CH3:18])([CH3:17])[CH3:16])=[C:4]([N:34]2[C:30]3[CH:29]=[C:28]([O:27][CH2:26][C:20]4[CH:21]=[CH:22][CH:23]=[CH:24][CH:25]=4)[CH:36]=[CH:35][C:31]=3[N:32]=[CH:33]2)[N:3]=1. The catalyst class is: 51. (8) Reactant: [CH3:1][CH:2]([NH:12][C:13]([CH3:16])([CH3:15])[CH3:14])[C:3]([C:5]1[CH:6]=[CH:7][CH:8]=[C:9]([Cl:11])[CH:10]=1)=[O:4].Cl.ClC1C=C(C(=O)C(NC(C)(C)C)C)C=CC=1.C(N(CC)CC)C.[NH2:41][S:42]([C:45]1[C:46]([Cl:74])=[CH:47][C:48]([NH:67][CH2:68][C:69]2[O:70][CH:71]=[CH:72][CH:73]=2)=[C:49]([CH:66]=1)[C:50]([O:52][CH2:53][CH2:54][CH2:55][O:56][C:57](=[O:65])[CH2:58][CH2:59][C:60]([O:62][CH2:63]Cl)=[O:61])=[O:51])(=[O:44])=[O:43]. Product: [NH2:41][S:42]([C:45]1[C:46]([Cl:74])=[CH:47][C:48]([NH:67][CH2:68][C:69]2[O:70][CH:71]=[CH:72][CH:73]=2)=[C:49]([CH:66]=1)[C:50]([O:52][CH2:53][CH2:54][CH2:55][O:56][C:57](=[O:65])[CH2:58][CH2:59][C:60]([O:62][CH2:63][N:12]([C:13]([CH3:15])([CH3:14])[CH3:16])[CH:2]([CH3:1])[C:3]([C:5]1[CH:6]=[CH:7][CH:8]=[C:9]([Cl:11])[CH:10]=1)=[O:4])=[O:61])=[O:51])(=[O:43])=[O:44]. The catalyst class is: 10.